Dataset: Catalyst prediction with 721,799 reactions and 888 catalyst types from USPTO. Task: Predict which catalyst facilitates the given reaction. (1) Reactant: [Cl:1][C:2]1[CH:7]=[CH:6][CH:5]=[C:4]([Cl:8])[C:3]=1[N:9]1[C:14](=[O:15])[CH:13]=[CH:12][C:11]([C:16]([OH:18])=O)=[CH:10]1.[NH2:19][C:20]1[CH:21]=[C:22]([NH:27][C:28]([CH:30]2[CH2:32][CH2:31]2)=[O:29])[CH:23]=[CH:24][C:25]=1[CH3:26].CN(C(ON1N=NC2C=CC=NC1=2)=[N+](C)C)C.F[P-](F)(F)(F)(F)F.CCN(C(C)C)C(C)C. Product: [CH:30]1([C:28]([NH:27][C:22]2[CH:23]=[CH:24][C:25]([CH3:26])=[C:20]([NH:19][C:16]([C:11]3[CH:12]=[CH:13][C:14](=[O:15])[N:9]([C:3]4[C:4]([Cl:8])=[CH:5][CH:6]=[CH:7][C:2]=4[Cl:1])[CH:10]=3)=[O:18])[CH:21]=2)=[O:29])[CH2:31][CH2:32]1. The catalyst class is: 31. (2) Reactant: [F:1][C:2]1([F:35])[CH2:4][CH:3]1[CH2:5][CH2:6][O:7][C:8]1[CH:13]=[CH:12][C:11]([C:14]2[O:15][C:16]3[CH:21]=[C:20]([O:22][CH2:23][C@@H:24]([NH:26][C:27](=O)[O:28]C(C)(C)C)[CH3:25])[N:19]=[CH:18][C:17]=3[N:34]=2)=[CH:10][CH:9]=1.Cl.[C:37](OCC)(=O)C. Product: [F:35][C:2]1([F:1])[CH2:4][CH:3]1[CH2:5][CH2:6][O:7][C:8]1[CH:9]=[CH:10][C:11]([C:14]2[O:15][C:16]3[CH:21]=[C:20]([O:22][CH2:23][C@@H:24]([NH:26][C:27](=[O:28])[CH3:37])[CH3:25])[N:19]=[CH:18][C:17]=3[N:34]=2)=[CH:12][CH:13]=1. The catalyst class is: 13. (3) Reactant: [F:1][C:2]1[CH:7]=[CH:6][C:5]([C:8]2[N:12]([CH2:13][CH2:14][CH2:15][S:16][CH3:17])[N:11]=[C:10]([CH3:18])[C:9]=2[C:19]2[CH:20]=[CH:21][C:22]3[O:27][CH2:26][C:25](=[O:28])[NH:24][C:23]=3[CH:29]=2)=[CH:4][CH:3]=1.ClC1C=C(C(OO)=[O:38])C=CC=1. Product: [F:1][C:2]1[CH:3]=[CH:4][C:5]([C:8]2[N:12]([CH2:13][CH2:14][CH2:15][S:16]([CH3:17])=[O:38])[N:11]=[C:10]([CH3:18])[C:9]=2[C:19]2[CH:20]=[CH:21][C:22]3[O:27][CH2:26][C:25](=[O:28])[NH:24][C:23]=3[CH:29]=2)=[CH:6][CH:7]=1. The catalyst class is: 96.